This data is from Forward reaction prediction with 1.9M reactions from USPTO patents (1976-2016). The task is: Predict the product of the given reaction. Given the reactants O1CCCC1.[CH3:6][O:7][C:8]([CH2:10]P(OC)(OC)=O)=[O:9].[H-].[Na+].[CH3:19][CH2:20][C:21](=O)[CH2:22][CH2:23][CH:24]=[CH2:25], predict the reaction product. The product is: [CH2:24]([C:23]([CH2:22][CH2:21][CH:20]=[CH2:19])=[CH:10][C:8]([O:7][CH3:6])=[O:9])[CH3:25].